From a dataset of Full USPTO retrosynthesis dataset with 1.9M reactions from patents (1976-2016). Predict the reactants needed to synthesize the given product. (1) Given the product [Cl:8][C:6]1[CH:5]=[C:4]([C:13]2[CH:14]=[CH:15][CH:16]=[C:11]([Cl:10])[C:12]=2[CH3:20])[N:3]=[C:2]([NH2:1])[N:7]=1, predict the reactants needed to synthesize it. The reactants are: [NH2:1][C:2]1[N:7]=[C:6]([Cl:8])[CH:5]=[C:4](Cl)[N:3]=1.[Cl:10][C:11]1[C:12]([CH3:20])=[C:13](B(O)O)[CH:14]=[CH:15][CH:16]=1.C([O-])([O-])=O.[Na+].[Na+].O1CCOCC1. (2) Given the product [Cl:1][C:2]1[CH:22]=[CH:21][CH:20]=[C:19]([C:23]([F:24])([F:26])[F:25])[C:3]=1[C:4]([N:6]1[C:14]2[C:9](=[CH:10][CH:11]=[C:12]([C:15]3[O:16][N:31]=[C:29]([CH3:30])[N:28]=3)[CH:13]=2)[C:8]([I:18])=[N:7]1)=[O:5], predict the reactants needed to synthesize it. The reactants are: [Cl:1][C:2]1[CH:22]=[CH:21][CH:20]=[C:19]([C:23]([F:26])([F:25])[F:24])[C:3]=1[C:4]([N:6]1[C:14]2[C:9](=[CH:10][CH:11]=[C:12]([C:15](O)=[O:16])[CH:13]=2)[C:8]([I:18])=[N:7]1)=[O:5].O[N:28]=[C:29]([NH2:31])[CH3:30].CN(C(ON1N=NC2C=CC=NC1=2)=[N+](C)C)C.F[P-](F)(F)(F)(F)F.CCN(C(C)C)C(C)C. (3) The reactants are: [Br:1][C:2]1[CH:7]=[CH:6][C:5]([N+:8]([O-])=O)=[C:4](F)[CH:3]=1.C([O-])([O-])=O.[Cs+].[Cs+].[NH2:18][CH:19]1[CH2:22][N:21]([C:23]([O:25][C:26]([CH3:29])([CH3:28])[CH3:27])=[O:24])[CH2:20]1.[CH3:30][C:31](OCC)(OCC)OCC. Given the product [Br:1][C:2]1[CH:7]=[CH:6][C:5]2[N:8]=[C:30]([CH3:31])[N:18]([CH:19]3[CH2:20][N:21]([C:23]([O:25][C:26]([CH3:29])([CH3:28])[CH3:27])=[O:24])[CH2:22]3)[C:4]=2[CH:3]=1, predict the reactants needed to synthesize it. (4) Given the product [Cl:1][C:2]1[CH:7]=[C:6]([Cl:8])[CH:5]=[CH:4][C:3]=1[CH2:9][NH:10][C:14](=[O:15])[CH2:13][C:12]([F:18])([F:17])[F:11], predict the reactants needed to synthesize it. The reactants are: [Cl:1][C:2]1[CH:7]=[C:6]([Cl:8])[CH:5]=[CH:4][C:3]=1[CH2:9][NH2:10].[F:11][C:12]([F:18])([F:17])[CH2:13][C:14](O)=[O:15].N1C=CC=CC=1.P(Cl)(Cl)(Cl)=O. (5) Given the product [Cl:12][C:13]1[CH:14]=[C:15]([C:20]#[C:21][CH:22]=[O:23])[CH:16]=[CH:17][C:18]=1[Cl:19], predict the reactants needed to synthesize it. The reactants are: [Cr](Cl)([O-])(=O)=O.[NH+]1C=CC=CC=1.[Cl:12][C:13]1[CH:14]=[C:15]([C:20]#[C:21][CH2:22][OH:23])[CH:16]=[CH:17][C:18]=1[Cl:19].CCCCCCC.C(OCC)(=O)C.C(O)C#C. (6) Given the product [CH3:1][O:2][C:3](=[O:17])[C:4]1[CH:9]=[C:8]([NH2:10])[C:7]([Cl:13])=[C:6]([NH2:14])[CH:5]=1, predict the reactants needed to synthesize it. The reactants are: [CH3:1][O:2][C:3](=[O:17])[C:4]1[CH:9]=[C:8]([N+:10]([O-])=O)[C:7]([Cl:13])=[C:6]([N+:14]([O-])=O)[CH:5]=1.Cl[Sn]Cl. (7) Given the product [Cl:1][C:2]1[N:7]=[CH:6][N:5]=[C:4]2[C:3]=1[N:9]=[C:21]([C:20]1[CH:19]=[CH:18][C:17]([N:14]3[CH2:13][CH2:12][N:11]([CH3:10])[CH2:16][CH2:15]3)=[CH:25][CH:24]=1)[NH:8]2, predict the reactants needed to synthesize it. The reactants are: [Cl:1][C:2]1[N:7]=[CH:6][N:5]=[C:4]([NH2:8])[C:3]=1[NH2:9].[CH3:10][N:11]1[CH2:16][CH2:15][N:14]([C:17]2[CH:25]=[CH:24][C:20]([C:21](O)=O)=[CH:19][CH:18]=2)[CH2:13][CH2:12]1.